From a dataset of Full USPTO retrosynthesis dataset with 1.9M reactions from patents (1976-2016). Predict the reactants needed to synthesize the given product. Given the product [CH3:1][C:2]1[N:6]([C:7]2[CH:12]=[CH:11][CH:10]=[CH:9][CH:8]=2)[N:5]=[CH:4][C:3]=1[CH:13]=[O:14], predict the reactants needed to synthesize it. The reactants are: [CH3:1][C:2]1[N:6]([C:7]2[CH:12]=[CH:11][CH:10]=[CH:9][CH:8]=2)[N:5]=[CH:4][C:3]=1[CH2:13][OH:14].C[N+]1([O-])CCOCC1.